Task: Predict hERG channel inhibition at various concentrations.. Dataset: hERG Central: cardiac toxicity at 1µM, 10µM, and general inhibition (1) The drug is CCOCCCn1c(=N)c(C(N)=S)cc2c(=O)n3cccc(C)c3nc21. Results: hERG_inhib (hERG inhibition (general)): blocker. (2) Results: hERG_inhib (hERG inhibition (general)): blocker. The compound is CCN1CCN(c2nc(Nc3cccc(C)c3)nc(N)c2[N+](=O)[O-])CC1. (3) The compound is C=CCN1C[C@@H](C)N(C(c2ccc(C(=O)N(CC)CC)cc2)c2cccc(OC)c2)C[C@@H]1C. Results: hERG_inhib (hERG inhibition (general)): blocker.